Task: Predict the product of the given reaction.. Dataset: Forward reaction prediction with 1.9M reactions from USPTO patents (1976-2016) (1) Given the reactants [Br:1][C:2]1[C:6]([C:7]#[N:8])=[C:5](Br)[S:4][C:3]=1[C:10]([O:12][CH2:13][CH3:14])=[O:11].C(=O)([O-])[O-].[Cs+].[Cs+].[OH:21][CH2:22][CH:23]1[O:28][CH2:27][CH2:26][NH:25][CH2:24]1.O1CCCC1, predict the reaction product. The product is: [Br:1][C:2]1[C:6]([C:7]#[N:8])=[C:5]([N:25]2[CH2:26][CH2:27][O:28][CH:23]([CH2:22][OH:21])[CH2:24]2)[S:4][C:3]=1[C:10]([O:12][CH2:13][CH3:14])=[O:11]. (2) Given the reactants [CH3:1][O:2][C:3]1[CH:4]=[C:5]2[C:10](=[CH:11][C:12]=1[O:13][CH3:14])[N:9]=[CH:8][CH:7]=[C:6]2[O:15][C:16]1[CH:22]=[CH:21][C:19]([NH2:20])=[CH:18][CH:17]=1.Cl[C:24](Cl)([O:26]C(=O)OC(Cl)(Cl)Cl)Cl.[C:35]1([CH:41]([OH:44])[CH2:42][CH3:43])[CH:40]=[CH:39][CH:38]=[CH:37][CH:36]=1.C(=O)(O)[O-].[Na+], predict the reaction product. The product is: [CH3:1][O:2][C:3]1[CH:4]=[C:5]2[C:10](=[CH:11][C:12]=1[O:13][CH3:14])[N:9]=[CH:8][CH:7]=[C:6]2[O:15][C:16]1[CH:22]=[CH:21][C:19]([NH:20][C:24](=[O:26])[O:44][CH:41]([C:35]2[CH:40]=[CH:39][CH:38]=[CH:37][CH:36]=2)[CH2:42][CH3:43])=[CH:18][CH:17]=1. (3) Given the reactants [NH2:1][C:2]1[CH:3]=[CH:4][C:5]([CH3:21])=[C:6]([C:8]2[CH:13]=[CH:12][C:11]([C:14]([NH:16][CH2:17][CH:18]3[CH2:20][CH2:19]3)=[O:15])=[CH:10][CH:9]=2)[CH:7]=1.[N:22]1[CH:27]=[CH:26][CH:25]=[CH:24][C:23]=1[C:28]1[S:32][C:31]([C:33](O)=[O:34])=[CH:30][CH:29]=1, predict the reaction product. The product is: [CH:18]1([CH2:17][NH:16][C:14]([C:11]2[CH:12]=[CH:13][C:8]([C:6]3[C:5]([CH3:21])=[CH:4][CH:3]=[C:2]([NH:1][C:33]([C:31]4[S:32][C:28]([C:23]5[CH:24]=[CH:25][CH:26]=[CH:27][N:22]=5)=[CH:29][CH:30]=4)=[O:34])[CH:7]=3)=[CH:9][CH:10]=2)=[O:15])[CH2:20][CH2:19]1. (4) The product is: [F:40][C:35]1[CH:36]=[CH:37][CH:38]=[CH:39][C:34]=1[CH2:33][N:26]1[C:27]2=[N:28][CH:29]=[CH:30][CH:31]=[C:32]2[C:24]([C:9]2[N:8]=[C:7]3[C:12]([N:13]([CH2:16][C:17]([F:22])([F:23])[C:18]([F:19])([F:20])[F:21])[C:14](=[O:15])[NH:6]3)=[CH:11][N:10]=2)=[N:25]1. Given the reactants COC1C=C(OC)C=CC=1C[N:6]1[C:14](=[O:15])[N:13]([CH2:16][C:17]([F:23])([F:22])[C:18]([F:21])([F:20])[F:19])[C:12]2[C:7]1=[N:8][C:9]([C:24]1[C:32]3[C:27](=[N:28][CH:29]=[CH:30][CH:31]=3)[N:26]([CH2:33][C:34]3[CH:39]=[CH:38][CH:37]=[CH:36][C:35]=3[F:40])[N:25]=1)=[N:10][CH:11]=2.C([SiH](CC)CC)C.O.C(=O)([O-])O.[Na+], predict the reaction product.